This data is from Catalyst prediction with 721,799 reactions and 888 catalyst types from USPTO. The task is: Predict which catalyst facilitates the given reaction. (1) Reactant: [C:1]([O:5][C:6]([C:8]1[C:16]2[CH2:15][CH:14]([CH2:17][N:18]3C(=O)C4C(=CC=CC=4)C3=O)[O:13][CH2:12][C:11]=2[S:10][C:9]=1[NH2:29])=[O:7])([CH3:4])([CH3:3])[CH3:2].NN. The catalyst class is: 8. Product: [C:1]([O:5][C:6]([C:8]1[C:16]2[CH2:15][CH:14]([CH2:17][NH2:18])[O:13][CH2:12][C:11]=2[S:10][C:9]=1[NH2:29])=[O:7])([CH3:4])([CH3:2])[CH3:3]. (2) Reactant: [Cl:1][C:2]1[CH:7]=[CH:6][C:5](/[CH:8]=[CH:9]/[C:10](=[O:12])C)=[CH:4][CH:3]=1.[Cl-].C(OC(=O)C[N+:19]1[CH:24]=[CH:23]C=CC=1)C.[C:26]([O-])(=O)C.[NH4+]. Product: [Cl:1][C:2]1[CH:3]=[CH:4][C:5]([C:8]2[CH:26]=[C:24]([CH3:23])[NH:19][C:10](=[O:12])[CH:9]=2)=[CH:6][CH:7]=1. The catalyst class is: 8. (3) Reactant: [N+:1]([O-:4])(O)=[O:2].[Br:5][C:6]1[CH:11]=[CH:10][CH:9]=[C:8]([Br:12])[CH:7]=1. Product: [Br:5][C:6]1[CH:7]=[C:8]([Br:12])[CH:9]=[CH:10][C:11]=1[N+:1]([O-:4])=[O:2]. The catalyst class is: 445. (4) Reactant: [CH2:1]([N:8]1[CH2:13][CH2:12][N:11]([CH2:14][C:15]2[CH:20]=[CH:19][CH:18]=[CH:17][CH:16]=2)[CH2:10][CH:9]1[CH2:21][OH:22])[C:2]1[CH:7]=[CH:6][CH:5]=[CH:4][CH:3]=1.C(N(C(C)C)CC)(C)C.Cl[CH2:33][O:34][CH2:35][CH2:36][O:37][CH3:38].C(=O)(O)[O-].[Na+]. Product: [CH2:1]([N:8]1[CH2:13][CH2:12][N:11]([CH2:14][C:15]2[CH:20]=[CH:19][CH:18]=[CH:17][CH:16]=2)[CH2:10][CH:9]1[CH2:21][O:22][CH2:33][O:34][CH2:35][CH2:36][O:37][CH3:38])[C:2]1[CH:3]=[CH:4][CH:5]=[CH:6][CH:7]=1. The catalyst class is: 4. (5) Reactant: [Cl:1][C:2]1[N:7]2[N:8]=[C:9]([C:11]3[CH:20]=[CH:19][C:18]4[CH2:17][CH2:16][CH2:15][CH2:14][C:13]=4[CH:12]=3)[CH:10]=[C:6]2[N:5]=[C:4]([CH3:21])[C:3]=1[C@H:22]([OH:27])[C:23]([O:25][CH3:26])=[O:24].C(O[C:32]([CH3:35])([CH3:34])[CH3:33])(=O)C.Cl(O)(=O)(=O)=O. Product: [C:32]([O:27][C@@H:22]([C:3]1[C:4]([CH3:21])=[N:5][C:6]2[N:7]([N:8]=[C:9]([C:11]3[CH:20]=[CH:19][C:18]4[CH2:17][CH2:16][CH2:15][CH2:14][C:13]=4[CH:12]=3)[CH:10]=2)[C:2]=1[Cl:1])[C:23]([O:25][CH3:26])=[O:24])([CH3:35])([CH3:34])[CH3:33]. The catalyst class is: 2. (6) Reactant: Br[CH2:2][CH:3]1[C:7]2[CH:8]=[CH:9][C:10]([Cl:12])=[CH:11][C:6]=2[O:5][CH2:4]1.[S:13]([O-:16])([O-])=[O:14].[Na+].[Na+].O=P(Cl)(Cl)[Cl:21]. Product: [Cl:12][C:10]1[CH:9]=[CH:8][C:7]2[CH:3]([CH2:2][S:13]([Cl:21])(=[O:16])=[O:14])[CH2:4][O:5][C:6]=2[CH:11]=1. The catalyst class is: 38. (7) Reactant: [Cl:1][C:2]1[CH:10]=[CH:9][C:8]([NH:11][C:12]([C:14]2[S:15][CH:16]=[CH:17][CH:18]=2)=[O:13])=[CH:7][C:3]=1[C:4]([OH:6])=O.ClC1N=C(OC)N=C(OC)N=1.CN1CCOCC1.[C:37]([O:41][C:42]([N:44]1[CH2:49][CH2:48][CH:47]([S:50]([C:53]2[CH:58]=[CH:57][C:56]([NH:59][C:60]3[N:65]=[CH:64][C:63]([NH2:66])=[CH:62][N:61]=3)=[CH:55][CH:54]=2)(=[O:52])=[O:51])[CH2:46][CH2:45]1)=[O:43])([CH3:40])([CH3:39])[CH3:38]. Product: [C:37]([O:41][C:42]([N:44]1[CH2:45][CH2:46][CH:47]([S:50]([C:53]2[CH:54]=[CH:55][C:56]([NH:59][C:60]3[N:65]=[CH:64][C:63]([NH:66][C:4](=[O:6])[C:3]4[CH:7]=[C:8]([NH:11][C:12]([C:14]5[S:15][CH:16]=[CH:17][CH:18]=5)=[O:13])[CH:9]=[CH:10][C:2]=4[Cl:1])=[CH:62][N:61]=3)=[CH:57][CH:58]=2)(=[O:51])=[O:52])[CH2:48][CH2:49]1)=[O:43])([CH3:40])([CH3:38])[CH3:39]. The catalyst class is: 2. (8) Reactant: [F:1][C:2]1[CH:7]=[CH:6][C:5]([C:8]2[S:12][C:11]([CH:13]=[CH:14][C:15]([OH:17])=[O:16])=[CH:10][CH:9]=2)=[CH:4][CH:3]=1.CO.C(O)(=O)C. Product: [F:1][C:2]1[CH:3]=[CH:4][C:5]([C:8]2[S:12][C:11]([CH2:13][CH2:14][C:15]([OH:17])=[O:16])=[CH:10][CH:9]=2)=[CH:6][CH:7]=1. The catalyst class is: 304. (9) Product: [CH2:32]([O:31][C:29]([O:10][C@H:9]([C:11]1[CH:16]=[CH:15][C:14]([O:17][CH:18]([F:20])[F:19])=[C:13]([O:21][CH2:22][CH:23]2[CH2:25][CH2:24]2)[CH:12]=1)[CH2:8][C:7]1[C:6]([Cl:26])=[CH:5][N+:4]([O-:27])=[CH:3][C:2]=1[Cl:1])=[O:30])[C:33]1[CH:38]=[CH:37][CH:36]=[CH:35][CH:34]=1. The catalyst class is: 64. Reactant: [Cl:1][C:2]1[CH:3]=[N+:4]([O-:27])[CH:5]=[C:6]([Cl:26])[C:7]=1[CH2:8][C@@H:9]([C:11]1[CH:16]=[CH:15][C:14]([O:17][CH:18]([F:20])[F:19])=[C:13]([O:21][CH2:22][CH:23]2[CH2:25][CH2:24]2)[CH:12]=1)[OH:10].Cl[C:29]([O:31][CH2:32][C:33]1[CH:38]=[CH:37][CH:36]=[CH:35][CH:34]=1)=[O:30]. (10) Reactant: C(O[O-])(=O)C1C(=CC=CC=1)C([O-])=[O:5].[Mg+2].[F:15][C:16]1[CH:21]=[CH:20][C:19]([S:22][CH3:23])=[C:18]([N+:24]([O-:26])=[O:25])[CH:17]=1. Product: [F:15][C:16]1[CH:21]=[CH:20][C:19]([S:22]([CH3:23])=[O:5])=[C:18]([N+:24]([O-:26])=[O:25])[CH:17]=1. The catalyst class is: 138.